This data is from Forward reaction prediction with 1.9M reactions from USPTO patents (1976-2016). The task is: Predict the product of the given reaction. (1) Given the reactants [Br:1][C:2]1[CH:19]=[CH:18][C:5]2[NH:6][C:7]([C:9]3[CH:14]=[CH:13][C:12]([C:15](=[O:17])[CH3:16])=[CH:11][CH:10]=3)=[N:8][C:4]=2[CH:3]=1.CO[CH:22](OC)[N:23]([CH3:25])[CH3:24], predict the reaction product. The product is: [Br:1][C:2]1[CH:19]=[CH:18][C:5]2[NH:6][C:7]([C:9]3[CH:10]=[CH:11][C:12]([C:15](=[O:17])/[CH:16]=[CH:22]/[N:23]([CH3:25])[CH3:24])=[CH:13][CH:14]=3)=[N:8][C:4]=2[CH:3]=1. (2) Given the reactants [CH3:1][N:2]1[CH2:7][CH2:6][NH:5][CH2:4][CH:3]1[CH3:8].F[C:10]1[CH:20]=[CH:19][C:13]([C:14]([O:16][CH2:17][CH3:18])=[O:15])=[CH:12][CH:11]=1, predict the reaction product. The product is: [CH3:8][CH:3]1[N:2]([CH3:1])[CH2:7][CH2:6][N:5]([C:10]2[CH:20]=[CH:19][C:13]([C:14]([O:16][CH2:17][CH3:18])=[O:15])=[CH:12][CH:11]=2)[CH2:4]1. (3) Given the reactants [C:1]([O:5][C:6]([NH:8][C@H:9]([CH2:28][OH:29])[C@H:10]([C:18]1[CH:23]=[CH:22][C:21]([C:24]([F:27])([F:26])[F:25])=[CH:20][CH:19]=1)[CH2:11]/[CH:12]=[CH:13]/[C:14]([O:16][CH3:17])=[O:15])=[O:7])([CH3:4])([CH3:3])[CH3:2].[F-].C([N+](CCCC)(CCCC)CCCC)CCC, predict the reaction product. The product is: [C:1]([O:5][C:6]([NH:8][C@@H:9]1[CH2:28][O:29][C@@H:12]([CH2:13][C:14]([O:16][CH3:17])=[O:15])[CH2:11][C@H:10]1[C:18]1[CH:19]=[CH:20][C:21]([C:24]([F:26])([F:27])[F:25])=[CH:22][CH:23]=1)=[O:7])([CH3:4])([CH3:3])[CH3:2]. (4) The product is: [Br:1][C:2]1[CH:3]=[C:4]([C:8]([O:10][CH3:11])=[O:9])[O:5][C:6]=1[CH3:13]. Given the reactants [Br:1][C:2]1[CH:3]=[C:4]([C:8]([O:10][CH3:11])=[O:9])[O:5][C:6]=1Br.[Cl-].[CH3:13][Zn+], predict the reaction product. (5) Given the reactants N[C:2]1[C:11]2[N:10]=[C:9]([C:12]([F:15])([F:14])[F:13])[C:8](=[O:16])[NH:7][C:6]=2[N:5]=[C:4]([S:17][CH2:18][C:19]2[CH:24]=[CH:23][CH:22]=[C:21]([F:25])[C:20]=2[F:26])[N:3]=1.C(Br)(Br)[Br:28], predict the reaction product. The product is: [Br:28][C:2]1[C:11]2[N:10]=[C:9]([C:12]([F:15])([F:14])[F:13])[C:8](=[O:16])[NH:7][C:6]=2[N:5]=[C:4]([S:17][CH2:18][C:19]2[CH:24]=[CH:23][CH:22]=[C:21]([F:25])[C:20]=2[F:26])[N:3]=1. (6) Given the reactants [C:1]([O:5][C:6]([N:8]1[CH2:13][CH2:12][C:11](=[O:14])[CH2:10][CH2:9]1)=[O:7])([CH3:4])([CH3:3])[CH3:2], predict the reaction product. The product is: [C:1]([O:5][C:6]([N:8]1[CH2:9][CH2:10][C:11](=[O:14])[C:12](=[CH:6][N:8]([CH3:13])[CH3:9])[CH2:13]1)=[O:7])([CH3:4])([CH3:2])[CH3:3]. (7) Given the reactants [CH2:1]([O:4][C:5]([NH:7][C:8]1[CH:13]=[C:12]([CH:14]([OH:16])[CH3:15])[CH:11]=[CH:10][C:9]=1[CH2:17][C:18]([O:20][CH2:21][CH3:22])=[O:19])=[O:6])[CH:2]=[CH2:3].C(=O)(O)[O-], predict the reaction product. The product is: [C:14]([C:12]1[CH:11]=[CH:10][C:9]([CH2:17][C:18]([O:20][CH2:21][CH3:22])=[O:19])=[C:8]([NH:7][C:5]([O:4][CH2:1][CH:2]=[CH2:3])=[O:6])[CH:13]=1)(=[O:16])[CH3:15]. (8) The product is: [P:1]([O:5][CH2:6][C@H:7]1[O:13][CH:11]([OH:12])[C@H:10]([NH2:14])[C@@H:9]([OH:18])[C@@H:8]1[OH:19])([OH:4])([OH:3])=[O:2]. Given the reactants [P:1]([O:5][CH2:6][C@H:7]1[O:13][CH:11]([OH:12])[C@H:10]([NH:14]C(=O)C)[C@@H:9]([OH:18])[C@@H:8]1[OH:19])([OH:4])([OH:3])=[O:2].N[C@H](C(O)=O)CCC(=O)N.P(OC[C@@H](O)[C@@H](O)[C@H](O)C(=O)CO)(O)(O)=O.OP([O-])(O)=O.OP([O-])([O-])=O.[Na+].[Na+].[Na+].[Cl-].[Cl-].[K+].[K+].C(N(CC(O)=O)CC(O)=O)CN(CC(O)=O)CC(O)=O.SC[C@H]([C@@H](CS)O)O, predict the reaction product.